This data is from TCR-epitope binding with 47,182 pairs between 192 epitopes and 23,139 TCRs. The task is: Binary Classification. Given a T-cell receptor sequence (or CDR3 region) and an epitope sequence, predict whether binding occurs between them. (1) The epitope is KLSYGIATV. The TCR CDR3 sequence is CATSDIGLAGEGDTQYF. Result: 1 (the TCR binds to the epitope). (2) The epitope is RQLLFVVEV. The TCR CDR3 sequence is CASSQPPDQQYF. Result: 1 (the TCR binds to the epitope). (3) The TCR CDR3 sequence is CASRGTSGGPNTGELFF. The epitope is ATDALMTGY. Result: 0 (the TCR does not bind to the epitope). (4) The epitope is FLNGSCGSV. The TCR CDR3 sequence is CASSSPWLAGTNEQFF. Result: 1 (the TCR binds to the epitope). (5) The epitope is LVLSVNPYV. The TCR CDR3 sequence is CASGLGDTEAFF. Result: 0 (the TCR does not bind to the epitope). (6) The epitope is LLQTGIHVRVSQPSL. The TCR CDR3 sequence is CASSLATSSYEQYF. Result: 1 (the TCR binds to the epitope).